Predict the reaction yield, written as a fraction of the theoretical maximum amount of product (1.0 means a 100% yield; for example, 0.34 means a 34% yield). From a dataset of Reaction yield outcomes from USPTO patents with 853,638 reactions. (1) The reactants are [C:1]([C:3]1[CH:8]=[N:7][N:6]2[CH:9]=[C:10]([C:12]([O:14][CH2:15][CH3:16])=[O:13])[CH:11]=[C:5]2[C:4]=1O)#[N:2].O=P(Cl)(Cl)[Cl:20]. No catalyst specified. The product is [Cl:20][C:4]1[C:5]2[N:6]([CH:9]=[C:10]([C:12]([O:14][CH2:15][CH3:16])=[O:13])[CH:11]=2)[N:7]=[CH:8][C:3]=1[C:1]#[N:2]. The yield is 0.480. (2) The reactants are [N:1]1[C:2](=[O:13])[N:3]=[C:4]2[CH:9]=[C:8]([C:10]([OH:12])=[O:11])[CH:7]=[CH:6][C:5]=12. The catalyst is C(O)CCCC. The product is [N:1]1[C:2](=[O:13])[N:3]=[C:4]2[CH:9]=[CH:8][CH:7]=[CH:6][C:5]=12.[CH3:5][CH2:6][CH2:7][CH2:8][C:10]([O-:12])=[O:11]. The yield is 0.430. (3) The reactants are S(Cl)([Cl:3])=O.O[C:6]1[C:15]2[C:10](=[CH:11][C:12]([F:17])=[C:13]([I:16])[CH:14]=2)[N:9]=[CH:8][N:7]=1. The catalyst is CN(C)C=O. The product is [ClH:3].[Cl:3][C:6]1[C:15]2[C:10](=[CH:11][C:12]([F:17])=[C:13]([I:16])[CH:14]=2)[N:9]=[CH:8][N:7]=1. The yield is 0.670. (4) The reactants are Cl.Cl.[NH2:3][CH2:4][C:5]1[CH:25]=[C:24]([F:26])[CH:23]=[CH:22][C:6]=1[O:7][C:8]1[CH:9]=[C:10]2[C:14](=[CH:15][CH:16]=1)[N:13]([CH2:17][C:18]([O:20][CH3:21])=[O:19])[N:12]=[CH:11]2.ClC(Cl)(Cl)C[O:30][C:31](=O)[NH:32][C:33]1[N:37]([C:38]2[CH:43]=[CH:42][C:41]([CH3:44])=[CH:40][CH:39]=2)[N:36]=[C:35]([C:45]([CH3:48])([CH3:47])[CH3:46])[CH:34]=1.C(N(C(C)C)CC)(C)C. The catalyst is CC(N(C)C)=O. The product is [C:45]([C:35]1[CH:34]=[C:33]([NH:32][C:31](=[O:30])[NH:3][CH2:4][C:5]2[CH:25]=[C:24]([F:26])[CH:23]=[CH:22][C:6]=2[O:7][C:8]2[CH:9]=[C:10]3[C:14](=[CH:15][CH:16]=2)[N:13]([CH2:17][C:18]([O:20][CH3:21])=[O:19])[N:12]=[CH:11]3)[N:37]([C:38]2[CH:43]=[CH:42][C:41]([CH3:44])=[CH:40][CH:39]=2)[N:36]=1)([CH3:48])([CH3:47])[CH3:46]. The yield is 0.890. (5) The reactants are [CH:1](/[C:4]1[C:14]2[O:13][CH2:12][CH2:11][N:10](C(OC(C)(C)C)=O)[CH2:9][C:8]=2[CH:7]=[CH:6][CH:5]=1)=[CH:2]\[CH3:3].C(OCC)(=O)C.[ClH:28]. The catalyst is C(OCC)(=O)C. The product is [ClH:28].[CH:1](/[C:4]1[C:14]2[O:13][CH2:12][CH2:11][NH:10][CH2:9][C:8]=2[CH:7]=[CH:6][CH:5]=1)=[CH:2]\[CH3:3]. The yield is 0.877. (6) The reactants are O=C1C2C(=CC=CC=2)C(=O)[N:3]1[CH2:12][CH2:13][C:14]1[CH:15]=[C:16]2[C:22]3([CH2:27][CH2:26][N:25]([C:28]([O:30][C:31]([CH3:34])([CH3:33])[CH3:32])=[O:29])[CH2:24][CH2:23]3)[CH2:21][N:20]([C:35]3[C:36]4[C@H:43]([CH3:44])[CH2:42][CH2:41][C:37]=4[N:38]=[CH:39][N:40]=3)[C:17]2=[CH:18][CH:19]=1.O.NN. The catalyst is CCO. The product is [NH2:3][CH2:12][CH2:13][C:14]1[CH:15]=[C:16]2[C:22]3([CH2:27][CH2:26][N:25]([C:28]([O:30][C:31]([CH3:34])([CH3:32])[CH3:33])=[O:29])[CH2:24][CH2:23]3)[CH2:21][N:20]([C:35]3[C:36]4[C@H:43]([CH3:44])[CH2:42][CH2:41][C:37]=4[N:38]=[CH:39][N:40]=3)[C:17]2=[CH:18][CH:19]=1. The yield is 0.820. (7) The reactants are Cl.O1CCOCC1.CN(C(ON1N=NC2C=CC=NC1=2)=[N+](C)C)C.F[P-](F)(F)(F)(F)F.[C:32]([C:35]1[CH:36]=[CH:37][C:38]([CH3:49])=[C:39]([NH:41][C:42]([C@@H:44]2[CH2:48][CH2:47][CH2:46][NH:45]2)=[O:43])[CH:40]=1)(=[O:34])[CH3:33].Cl.[CH3:51][O:52][C:53]([NH:55][C@H:56]([C:60]1[CH:65]=[CH:64][CH:63]=[CH:62][CH:61]=1)[C:57](O)=[O:58])=[O:54].CCN(C(C)C)C(C)C. The catalyst is CO.CN(C)C=O. The product is [C:32]([C:35]1[CH:36]=[CH:37][C:38]([CH3:49])=[C:39]([NH:41][C:42]([C@@H:44]2[CH2:48][CH2:47][CH2:46][N:45]2[C:57](=[O:58])[C@H:56]([NH:55][C:53](=[O:54])[O:52][CH3:51])[C:60]2[CH:65]=[CH:64][CH:63]=[CH:62][CH:61]=2)=[O:43])[CH:40]=1)(=[O:34])[CH3:33]. The yield is 0.870.